Task: Predict the reaction yield, written as a fraction of the theoretical maximum amount of product (1.0 means a 100% yield; for example, 0.34 means a 34% yield).. Dataset: Reaction yield outcomes from USPTO patents with 853,638 reactions (1) The product is [I:1][C:2]1[C:10]2[C:5](=[N:6][CH:7]=[C:8]([C:11]3[CH:12]=[N:13][N:14]([CH:16]4[CH2:17][CH2:18][N:19]([C:22]([O:24][C:25]([CH3:28])([CH3:27])[CH3:26])=[O:23])[CH2:20][CH2:21]4)[CH:15]=3)[CH:9]=2)[N:4]([S:35]([C:32]2[CH:33]=[CH:34][C:29]([CH3:39])=[CH:30][CH:31]=2)(=[O:37])=[O:36])[CH:3]=1. The reactants are [I:1][C:2]1[C:10]2[C:5](=[N:6][CH:7]=[C:8]([C:11]3[CH:12]=[N:13][N:14]([CH:16]4[CH2:21][CH2:20][N:19]([C:22]([O:24][C:25]([CH3:28])([CH3:27])[CH3:26])=[O:23])[CH2:18][CH2:17]4)[CH:15]=3)[CH:9]=2)[NH:4][CH:3]=1.[C:29]1([CH3:39])[CH:34]=[CH:33][C:32]([S:35](Cl)(=[O:37])=[O:36])=[CH:31][CH:30]=1.[H-].[Na+]. The catalyst is CN(C=O)C. The yield is 0.667. (2) The reactants are [C:1]([C:5]([O:7]CC)=O)([F:4])([F:3])[F:2].O.[NH2:11][CH2:12][CH2:13][N:14]([CH3:29])[CH2:15][CH2:16][NH:17][C:18]1[N:19]=[N+:20]([O-:28])[C:21]2[CH:27]=[CH:26][CH:25]=[CH:24][C:22]=2[N:23]=1. The catalyst is CC#N. The product is [F:4][C:1]([F:2])([F:3])[C:5]([NH:11][CH2:12][CH2:13][N:14]([CH3:29])[CH2:15][CH2:16][NH:17][C:18]1[N:19]=[N+:20]([O-:28])[C:21]2[CH:27]=[CH:26][CH:25]=[CH:24][C:22]=2[N:23]=1)=[O:7]. The yield is 0.880. (3) The reactants are [O:1]=[C:2]([CH2:10][CH2:11][CH2:12][CH2:13][C:14]1[CH:23]=[CH:22][C:21]2[CH2:20][CH2:19][CH2:18][NH:17][C:16]=2[N:15]=1)[CH2:3]P(=O)(OC)OC.[F:24][C:25]1[CH:34]=[C:33]2[C:28]([CH:29]=[C:30]([CH:35]=O)[CH:31]=[N:32]2)=[CH:27][CH:26]=1.[Li+].[Cl-].C1CCN2C(=NCCC2)CC1. The catalyst is CC#N. The product is [F:24][C:25]1[CH:34]=[C:33]2[C:28]([CH:29]=[C:30](/[CH:35]=[CH:3]/[C:2](=[O:1])[CH2:10][CH2:11][CH2:12][CH2:13][C:14]3[CH:23]=[CH:22][C:21]4[CH2:20][CH2:19][CH2:18][NH:17][C:16]=4[N:15]=3)[CH:31]=[N:32]2)=[CH:27][CH:26]=1. The yield is 0.730. (4) The reactants are [NH2:1][C:2]1[C:7]([CH2:8][NH2:9])=[C:6]([CH:10]2[CH2:15][CH2:14][CH2:13][N:12]([C:16]([O:18][C:19]([CH3:22])([CH3:21])[CH3:20])=[O:17])[CH2:11]2)[CH:5]=[C:4]([C:23]2[CH:28]=[CH:27][CH:26]=[CH:25][C:24]=2[OH:29])[N:3]=1.[C:30](N1C=CN=C1)(N1C=CN=C1)=[O:31]. The catalyst is C1COCC1. The product is [OH:29][C:24]1[CH:25]=[CH:26][CH:27]=[CH:28][C:23]=1[C:4]1[CH:5]=[C:6]([CH:10]2[CH2:15][CH2:14][CH2:13][N:12]([C:16]([O:18][C:19]([CH3:22])([CH3:21])[CH3:20])=[O:17])[CH2:11]2)[C:7]2[CH2:8][NH:9][C:30](=[O:31])[NH:1][C:2]=2[N:3]=1. The yield is 0.330.